From a dataset of Full USPTO retrosynthesis dataset with 1.9M reactions from patents (1976-2016). Predict the reactants needed to synthesize the given product. (1) Given the product [NH2:1][C@H:4]1[C@H:8]([F:9])[CH2:7][N:6]([C:10]([O:12][C:13]([CH3:16])([CH3:15])[CH3:14])=[O:11])[CH2:5]1, predict the reactants needed to synthesize it. The reactants are: [N:1]([C@H:4]1[C@H:8]([F:9])[CH2:7][N:6]([C:10]([O:12][C:13]([CH3:16])([CH3:15])[CH3:14])=[O:11])[CH2:5]1)=[N+]=[N-].C1C=CC(P(C2C=CC=CC=2)C2C=CC=CC=2)=CC=1.O. (2) The reactants are: [Cl:1][C:2]1[C:31]([CH3:32])=[CH:30][C:5]2[N:6]([C:20]3[CH:25]=[CH:24][CH:23]=[C:22]([C:26]([F:29])([F:28])[F:27])[N:21]=3)[C:7]([N:9]3[CH2:14][CH2:13][CH:12]([C:15](OCC)=[O:16])[CH2:11][CH2:10]3)=[N:8][C:4]=2[CH:3]=1.[OH-].[Na+].Cl.CC1C=CC(S(O)(=O)=O)=CC=1.[O:47]1[CH2:51][CH2:50][C@@H:49]([NH2:52])[CH2:48]1.C(N(CC)C(C)C)(C)C.F[P-](F)(F)(F)(F)F.N1(OC(N(C)C)=[N+](C)C)C2N=CC=CC=2N=N1. Given the product [Cl:1][C:2]1[C:31]([CH3:32])=[CH:30][C:5]2[N:6]([C:20]3[CH:25]=[CH:24][CH:23]=[C:22]([C:26]([F:29])([F:28])[F:27])[N:21]=3)[C:7]([N:9]3[CH2:14][CH2:13][CH:12]([C:15]([NH:52][C@@H:49]4[CH2:50][CH2:51][O:47][CH2:48]4)=[O:16])[CH2:11][CH2:10]3)=[N:8][C:4]=2[CH:3]=1, predict the reactants needed to synthesize it.